From a dataset of Forward reaction prediction with 1.9M reactions from USPTO patents (1976-2016). Predict the product of the given reaction. (1) Given the reactants [CH3:1][C:2]1[CH:3]=[C:4]([CH:8]=[CH:9][C:10]=1[C:11]([N:13]1[CH2:17][CH2:16][CH2:15][CH2:14]1)=[O:12])[C:5]([OH:7])=O.CN(C(ON1N=NC2C=CC=CC1=2)=[N+](C)C)C.[B-](F)(F)(F)F.C(N(C(C)C)CC)(C)C.[Cl:49][C:50]1[CH:67]=[CH:66][C:53]2[NH:54][C:55]([CH:57]([NH2:65])[C:58]3[CH:63]=[CH:62][CH:61]=[CH:60][C:59]=3[Cl:64])=[N:56][C:52]=2[CH:51]=1.ClCl, predict the reaction product. The product is: [Cl:49][C:50]1[CH:67]=[CH:66][C:53]2[NH:54][C:55]([CH:57]([C:58]3[CH:63]=[CH:62][CH:61]=[CH:60][C:59]=3[Cl:64])[NH:65][C:5](=[O:7])[C:4]3[CH:8]=[CH:9][C:10]([C:11]([N:13]4[CH2:17][CH2:16][CH2:15][CH2:14]4)=[O:12])=[C:2]([CH3:1])[CH:3]=3)=[N:56][C:52]=2[CH:51]=1. (2) Given the reactants [CH2:1]([C:8]1[O:12][C:11]([C:13]2[C:22](=[O:23])[C:21]3[C:16](=[CH:17][CH:18]=[C:19]([OH:24])[CH:20]=3)[N:15]([CH2:25][C:26]3[CH:31]=[CH:30][C:29]([Cl:32])=[CH:28][CH:27]=3)[CH:14]=2)=[N:10][CH:9]=1)[C:2]1[CH:7]=[CH:6][CH:5]=[CH:4][CH:3]=1.[C:33]([O-])([O-])=O.[K+].[K+].Cl[CH2:40][CH2:41][N:42]1[CH2:47][CH2:46][O:45][CH2:44][CH2:43]1, predict the reaction product. The product is: [CH2:1]([C:8]1[O:12][C:11]([C:13]2[C:22](=[O:23])[C:21]3[C:16](=[CH:17][CH:18]=[C:19]([O:24][CH2:33][CH2:40][CH2:41][N:42]4[CH2:47][CH2:46][O:45][CH2:44][CH2:43]4)[CH:20]=3)[N:15]([CH2:25][C:26]3[CH:31]=[CH:30][C:29]([Cl:32])=[CH:28][CH:27]=3)[CH:14]=2)=[N:10][CH:9]=1)[C:2]1[CH:7]=[CH:6][CH:5]=[CH:4][CH:3]=1. (3) Given the reactants Cl.[C:2](=N)([NH2:4])[CH3:3].[NH:6]([C:8]([C:10]1[C:14]([CH3:15])=[CH:13][S:12][C:11]=1[NH:16][C:17](=[O:30])[CH2:18][N:19]1[C:28]2[C:23](=[CH:24][CH:25]=[CH:26][CH:27]=2)[CH2:22][CH2:21][C:20]1=[O:29])=O)[NH2:7], predict the reaction product. The product is: [CH3:15][C:14]1[C:10]([C:8]2[NH:6][N:7]=[C:2]([CH3:3])[N:4]=2)=[C:11]([NH:16][C:17](=[O:30])[CH2:18][N:19]2[C:28]3[C:23](=[CH:24][CH:25]=[CH:26][CH:27]=3)[CH2:22][CH2:21][C:20]2=[O:29])[S:12][CH:13]=1. (4) Given the reactants [C:1]([O:5][C@@H:6]([C:12]1[C:13]([CH3:36])=[N:14][C:15]([CH3:35])=[C:16]([C:26]2[CH:31]=[CH:30][C:29]([O:32][CH2:33][CH3:34])=[CH:28][CH:27]=2)[C:17]=1[N:18]1[CH2:23][CH2:22][C:21]([CH3:25])([CH3:24])[CH2:20][CH2:19]1)[C:7]([O:9]CC)=[O:8])([CH3:4])([CH3:3])[CH3:2].[Li+].[OH-], predict the reaction product. The product is: [C:1]([O:5][C@@H:6]([C:12]1[C:13]([CH3:36])=[N:14][C:15]([CH3:35])=[C:16]([C:26]2[CH:27]=[CH:28][C:29]([O:32][CH2:33][CH3:34])=[CH:30][CH:31]=2)[C:17]=1[N:18]1[CH2:23][CH2:22][C:21]([CH3:24])([CH3:25])[CH2:20][CH2:19]1)[C:7]([OH:9])=[O:8])([CH3:4])([CH3:3])[CH3:2]. (5) Given the reactants [N:1]1(C2C=[CH:11][C:10]([NH:13][C:14]3[C:15]4[N:16]([CH:30]=[CH:31][N:32]=4)[C:17]([C:20]4[CH:21]=[C:22]5[C:26](=[CH:27][CH:28]=4)[C:25](=[O:29])[NH:24][CH2:23]5)=[CH:18][N:19]=3)=[CH:9][CH:8]=2)CCOCC1.BrC1N2C=CN=C2C(NC2C=[N:46][C:47]([N:50]3[CH2:55][CH2:54][N:53]([CH:56]([CH3:58])[CH3:57])[CH2:52][CH2:51]3)=CC=2)=NC=1.CC1(C)C(C)(C)OB(C2C=C3C(=CC=2)C(=O)NC3)O1.C([O-])([O-])=O.[Na+].[Na+], predict the reaction product. The product is: [NH3:1].[CH:56]([N:53]1[CH2:52][CH2:51][N:50]([C:47]2[N:46]=[CH:11][C:10]([NH:13][C:14]3[C:15]4[N:16]([CH:30]=[CH:31][N:32]=4)[C:17]([C:20]4[CH:21]=[C:22]5[C:26](=[CH:27][CH:28]=4)[C:25](=[O:29])[NH:24][CH2:23]5)=[CH:18][N:19]=3)=[CH:9][CH:8]=2)[CH2:55][CH2:54]1)([CH3:58])[CH3:57]. (6) Given the reactants [O:1]([C:8]1[CH:9]=[C:10]2[CH:16]=[CH:15][NH:14][C:11]2=[N:12][CH:13]=1)[C:2]1[CH:7]=[CH:6][CH:5]=[CH:4][CH:3]=1.[Cl:17][C:18]1[CH:25]=[C:24]([Cl:26])[CH:23]=[CH:22][C:19]=1[CH:20]=[O:21].[OH-].[K+], predict the reaction product. The product is: [Cl:17][C:18]1[CH:25]=[C:24]([Cl:26])[CH:23]=[CH:22][C:19]=1[CH:20]([C:16]1[C:10]2[C:11](=[N:12][CH:13]=[C:8]([O:1][C:2]3[CH:3]=[CH:4][CH:5]=[CH:6][CH:7]=3)[CH:9]=2)[NH:14][CH:15]=1)[OH:21]. (7) Given the reactants C[O:2][C:3]1[CH:4]=[C:5]([C:9]2([CH:15]3C(=O)OC(C)(C)[O:17][C:16]3=[O:24])[CH2:14][CH2:13][CH2:12][CH2:11][CH2:10]2)[CH:6]=[CH:7][CH:8]=1.C1(OC)C(C(O)=O)=CC=CC=1.[OH-].[Na+].C(S)CCCCCCCCCCC, predict the reaction product. The product is: [OH:2][C:3]1[CH:4]=[C:5]([C:9]2([CH2:15][C:16]([OH:24])=[O:17])[CH2:14][CH2:13][CH2:12][CH2:11][CH2:10]2)[CH:6]=[CH:7][CH:8]=1.